Task: Predict the reactants needed to synthesize the given product.. Dataset: Retrosynthesis with 50K atom-mapped reactions and 10 reaction types from USPTO (1) Given the product CCc1oc2ccccc2c1C(=O)c1ccc(O)c(F)c1, predict the reactants needed to synthesize it. The reactants are: CCc1oc2ccccc2c1C(=O)c1ccc(OC)c(F)c1. (2) Given the product COC(=O)[C@@H]1C[C@H]1c1ccc(O)cc1OC, predict the reactants needed to synthesize it. The reactants are: COC(=O)[C@@H]1C[C@H]1c1ccc(OCc2ccccc2)cc1OC. (3) Given the product CC(C)(C)OC(=O)N1CCc2nc3ccc(C#N)cc3c(Cl)c2C1, predict the reactants needed to synthesize it. The reactants are: CC(C)(C)OC(=O)OC(=O)OC(C)(C)C.N#Cc1ccc2nc3c(c(Cl)c2c1)CNCC3. (4) Given the product CC(C)C[C@H](NC(=O)[C@H](C)NC(=O)OCc1ccccc1)C(O)C(=O)OC(C)C, predict the reactants needed to synthesize it. The reactants are: CC(C)C[C@H](N)C(O)C(=O)OC(C)C.C[C@H](NC(=O)OCc1ccccc1)C(=O)O. (5) Given the product Cc1cc(Br)cc(OCc2ccccc2)c1, predict the reactants needed to synthesize it. The reactants are: BrCc1ccccc1.Cc1cc(O)cc(Br)c1. (6) Given the product C[Si](C)(C)CCOCn1cnc2c(S(=O)(=O)c3ccc4cc(-c5ccc(F)cc5)ccc4c3)cccc21, predict the reactants needed to synthesize it. The reactants are: C[Si](C)(C)CCOCn1cnc2c(I)cccc21.O=S([O-])c1ccc2cc(-c3ccc(F)cc3)ccc2c1. (7) Given the product COc1cc(C)c(S(=O)(=O)N[C@H](CN2C(=O)c3ccccc3C2=O)C(=O)OC(C)(C)C)c(C)c1, predict the reactants needed to synthesize it. The reactants are: CC(C)(C)OC(=O)[C@H](N)CN1C(=O)c2ccccc2C1=O.COc1cc(C)c(S(=O)(=O)Cl)c(C)c1. (8) Given the product CC(C)(C)OC(=O)N1CCC(Oc2ccc(-n3ccc4cc(NC(=O)C5CC5)ccc43)nc2)CC1, predict the reactants needed to synthesize it. The reactants are: CC(C)(C)OC(=O)N1CCC(Oc2ccc(Cl)nc2)CC1.O=C(Nc1ccc2[nH]ccc2c1)C1CC1. (9) Given the product Nc1cc2c(cc1C(=O)CCl)OCO2, predict the reactants needed to synthesize it. The reactants are: CC(=O)Nc1cc2c(cc1C(=O)CCl)OCO2.